From a dataset of Forward reaction prediction with 1.9M reactions from USPTO patents (1976-2016). Predict the product of the given reaction. (1) The product is: [ClH:1].[Cl:32][C:30]1[CH:31]=[C:27]([CH2:26][O:25][CH:23]2[CH2:22][NH:21][CH2:24]2)[S:28][CH:29]=1. Given the reactants [Cl:1]C(OC(Cl)C)=O.C([N:21]1[CH2:24][CH:23]([O:25][CH2:26][C:27]2[S:28][CH:29]=[C:30]([Cl:32])[CH:31]=2)[CH2:22]1)(C1C=CC=CC=1)C1C=CC=CC=1.C(O)C, predict the reaction product. (2) Given the reactants [OH:1][C:2]1[C:11]2[CH:12]=[CH:13][O:14][C:10]=2[C:9]([OH:15])=[C:8]2[C:3]=1[C:4](=[O:17])[CH:5]=[C:6](C)[O:7]2.Br[CH2:19][CH2:20][CH2:21][C:22]1[CH:27]=[CH:26][C:25]([F:28])=[CH:24][CH:23]=1, predict the reaction product. The product is: [F:28][C:25]1[CH:26]=[CH:27][C:22]([CH2:21][CH2:20][CH2:19][O:15][C:9]2[C:10]3[O:14][CH:13]=[CH:12][C:11]=3[C:2]([OH:1])=[C:3]3[C:8]=2[O:7][CH:6]=[CH:5][C:4]3=[O:17])=[CH:23][CH:24]=1. (3) Given the reactants CC1(C)C(C)(C)OB([C:9]2[CH:10]=[C:11]3[CH:17]=[CH:16][NH:15][C:12]3=[N:13][CH:14]=2)O1.Cl[C:20]1[N:25]=[C:24]([N:26]([CH3:34])[CH2:27][CH:28]2[CH2:33][CH2:32][O:31][CH2:30][CH2:29]2)[CH:23]=[N:22][CH:21]=1.C([O-])([O-])=O.[Cs+].[Cs+].CO.C(Cl)(Cl)Cl, predict the reaction product. The product is: [CH3:34][N:26]([CH2:27][CH:28]1[CH2:33][CH2:32][O:31][CH2:30][CH2:29]1)[C:24]1[CH:23]=[N:22][CH:21]=[C:20]([C:9]2[CH:10]=[C:11]3[CH:17]=[CH:16][NH:15][C:12]3=[N:13][CH:14]=2)[N:25]=1. (4) The product is: [NH2:10][C:9]1[S:15][CH:16]=[C:17]([CH3:21])[C:8]=1[C:6]([C:5]1[CH:11]=[CH:12][C:2]([CH3:1])=[CH:3][CH:4]=1)=[O:7]. Given the reactants [CH3:1][C:2]1[CH:12]=[CH:11][C:5]([C:6]([CH2:8][C:9]#[N:10])=[O:7])=[CH:4][CH:3]=1.[CH3:21][C:17]1(O)[CH2:16][S:15][C:17]([CH3:21])(O)[CH2:16][S:15]1.C(N(CC)CC)C, predict the reaction product. (5) Given the reactants [C:1]([C:3]1[CH:8]=[CH:7][C:6]([CH2:9][C:10](O)=[O:11])=[CH:5][C:4]=1[O:13][CH2:14][CH3:15])#[N:2], predict the reaction product. The product is: [CH2:14]([O:13][C:4]1[CH:5]=[C:6]([CH2:9][CH2:10][OH:11])[CH:7]=[CH:8][C:3]=1[C:1]#[N:2])[CH3:15]. (6) Given the reactants [CH3:1][C:2](C)([O-])C.[K+].[CH3:7][N:8]([CH3:23])[CH:9]=[CH:10][C:11]([C:13]1[CH:14]=[C:15]([NH:19][C:20](=[O:22])[CH3:21])[CH:16]=[CH:17][CH:18]=1)=[O:12].C(I)C.CCCCCC, predict the reaction product. The product is: [CH3:23][N:8]([CH3:7])[CH:9]=[CH:10][C:11]([C:13]1[CH:14]=[C:15]([N:19]([CH2:1][CH3:2])[C:20](=[O:22])[CH3:21])[CH:16]=[CH:17][CH:18]=1)=[O:12].